From a dataset of Catalyst prediction with 721,799 reactions and 888 catalyst types from USPTO. Predict which catalyst facilitates the given reaction. (1) Reactant: C[O:2][C:3]([C:5]1[N:6]([C@@H:10]2[C:19]3[C:14](=[CH:15][CH:16]=[CH:17][CH:18]=3)/[C:13](=[N:20]/[O:21][CH3:22])/[CH2:12][C:11]2([CH3:24])[CH3:23])[CH:7]=[N:8][CH:9]=1)=O.CC(C[AlH]CC(C)C)C.CO. Product: [CH3:22][O:21][N:20]=[C:13]1[C:14]2[C:19](=[CH:18][CH:17]=[CH:16][CH:15]=2)[C@@H:10]([N:6]2[C:5]([CH2:3][OH:2])=[CH:9][N:8]=[CH:7]2)[C:11]([CH3:24])([CH3:23])[CH2:12]1. The catalyst class is: 4. (2) Reactant: [C@@H]1(C2C=CC=C(CC3SC(CC)=CC=3)C=2)O[C@H](CO)[C@@H](O)[C@H](O)[C@H]1O.[C:26]1([C:32]2[S:36][C:35]([C:37]([C:39]3[CH:44]=[C:43]([Br:45])[CH:42]=[CH:41][C:40]=3[C:46]([F:49])([F:48])[F:47])=O)=[CH:34][CH:33]=2)[CH:31]=[CH:30][CH:29]=[CH:28][CH:27]=1.O1CCCC1.[BH4-].[Na+]. Product: [Br:45][C:43]1[CH:42]=[CH:41][C:40]([C:46]([F:49])([F:47])[F:48])=[C:39]([CH2:37][C:35]2[S:36][C:32]([C:26]3[CH:31]=[CH:30][CH:29]=[CH:28][CH:27]=3)=[CH:33][CH:34]=2)[CH:44]=1. The catalyst class is: 5. (3) Reactant: C(O)C.C[N:5](C)/[CH:6]=[CH:7]/[C:8]([C:10]1[CH:15]=[CH:14][N:13]=[CH:12][CH:11]=1)=O.O.[NH2:18]N. Product: [NH:5]1[CH:6]=[CH:7][C:8]([C:10]2[CH:15]=[CH:14][N:13]=[CH:12][CH:11]=2)=[N:18]1. The catalyst class is: 6. (4) Reactant: O[N:2]=[C:3](Cl)[C:4]1[S:5][CH:6]=[CH:7][CH:8]=1.[Cl:10][C:11]1[CH:16]=[CH:15][CH:14]=[CH:13][C:12]=1[CH2:17][CH2:18][NH2:19].CCN(CC)CC.[C:27]([C:33]([O:35]C)=[O:34])#[C:28][C:29](OC)=[O:30].[O:37]1CCCC1. Product: [Cl:10][C:11]1[CH:16]=[CH:15][CH:14]=[CH:13][C:12]=1[CH2:17][CH2:18][N:19]1[C:29](=[O:30])[C:28]([OH:37])=[C:27]([C:33]([OH:35])=[O:34])[N:2]=[C:3]1[C:4]1[S:5][CH:6]=[CH:7][CH:8]=1. The catalyst class is: 22. (5) Reactant: C([C@@H:8]1[CH2:12][O:11][C:10](=[O:13])[NH:9]1)C1C=CC=CC=1.[Li]CCCC.[C:19](Cl)(=[O:22])[CH2:20][CH3:21]. Product: [C:19]([N:9]1[CH2:8][CH2:12][O:11][C:10]1=[O:13])(=[O:22])[CH2:20][CH3:21]. The catalyst class is: 1. (6) Reactant: [F:1][C:2]1[CH:7]=[C:6]([CH3:8])[CH:5]=[CH:4][C:3]=1[NH:9][C:10]1[C:19]2[C:14](=[CH:15][C:16]([O:27][CH3:28])=[C:17]([N:20]3[CH2:25][CH2:24][N:23]([CH3:26])[CH2:22][CH2:21]3)[CH:18]=2)[N:13]=[N:12][C:11]=1[C:29]#[N:30].[OH-].[K+].C([OH:37])(C)(C)C. Product: [F:1][C:2]1[CH:7]=[C:6]([CH3:8])[CH:5]=[CH:4][C:3]=1[NH:9][C:10]1[C:19]2[C:14](=[CH:15][C:16]([O:27][CH3:28])=[C:17]([N:20]3[CH2:25][CH2:24][N:23]([CH3:26])[CH2:22][CH2:21]3)[CH:18]=2)[N:13]=[N:12][C:11]=1[C:29]([NH2:30])=[O:37]. The catalyst class is: 6. (7) Reactant: [CH2:1]([C:3]1[CH:4]=[C:5]([CH2:13][CH:14]([NH:20][C:21]([N:23]2[CH2:28][CH2:27][CH:26]([N:29]3[CH2:38][C:37]4[C:32](=[CH:33][CH:34]=[CH:35][CH:36]=4)[NH:31][C:30]3=[O:39])[CH2:25][CH2:24]2)=[O:22])[C:15]2[NH:19][N:18]=[N:17][N:16]=2)[CH:6]=[C:7]2[C:11]=1[NH:10][N:9]=[C:8]2[CH3:12])[CH3:2].C(=O)([O-])[O-].[Na+].[Na+].[CH2:46](Br)[C:47]1[CH:52]=[CH:51][CH:50]=[CH:49][CH:48]=1. Product: [CH2:46]([N:19]1[C:15]([CH:14]([NH:20][C:21]([N:23]2[CH2:24][CH2:25][CH:26]([N:29]3[CH2:38][C:37]4[C:32](=[CH:33][CH:34]=[CH:35][CH:36]=4)[NH:31][C:30]3=[O:39])[CH2:27][CH2:28]2)=[O:22])[CH2:13][C:5]2[CH:6]=[C:7]3[C:11](=[C:3]([CH2:1][CH3:2])[CH:4]=2)[NH:10][N:9]=[C:8]3[CH3:12])=[N:16][N:17]=[N:18]1)[C:47]1[CH:52]=[CH:51][CH:50]=[CH:49][CH:48]=1. The catalyst class is: 58. (8) Reactant: [Cl:1][C:2]1[CH:7]=[CH:6][C:5]([C:8]2[CH:13]=[CH:12][C:11]([C:14]#[C:15][C:16]([OH:18])=O)=[CH:10][CH:9]=2)=[CH:4][CH:3]=1.CN1CCOCC1.ClC(OCC(C)C)=O.[CH3:34][N:35]1[CH2:40][CH2:39][N:38]([CH2:41][C:42]2[CH:47]=[CH:46][C:45]([NH2:48])=[CH:44][CH:43]=2)[CH2:37][CH2:36]1. Product: [CH3:34][N:35]1[CH2:40][CH2:39][N:38]([CH2:41][C:42]2[CH:47]=[CH:46][C:45]([NH:48][C:16](=[O:18])[C:15]#[C:14][C:11]3[CH:10]=[CH:9][C:8]([C:5]4[CH:4]=[CH:3][C:2]([Cl:1])=[CH:7][CH:6]=4)=[CH:13][CH:12]=3)=[CH:44][CH:43]=2)[CH2:37][CH2:36]1. The catalyst class is: 1.